This data is from Full USPTO retrosynthesis dataset with 1.9M reactions from patents (1976-2016). The task is: Predict the reactants needed to synthesize the given product. Given the product [OH:1][C:2]([CH3:31])([CH3:30])[CH2:3][C@@:4]1([C:24]2[CH:25]=[CH:26][CH:27]=[CH:28][CH:29]=2)[O:9][C:8](=[O:10])[N:7]([C@H:11]2[CH2:16][CH2:15][CH2:14][NH:13][CH2:12]2)[CH2:6][CH2:5]1, predict the reactants needed to synthesize it. The reactants are: [OH:1][C:2]([CH3:31])([CH3:30])[CH2:3][C@@:4]1([C:24]2[CH:29]=[CH:28][CH:27]=[CH:26][CH:25]=2)[O:9][C:8](=[O:10])[N:7]([C@H:11]2[CH2:16][CH2:15][CH2:14][N:13](C(OC(C)(C)C)=O)[CH2:12]2)[CH2:6][CH2:5]1.